This data is from Reaction yield outcomes from USPTO patents with 853,638 reactions. The task is: Predict the reaction yield, written as a fraction of the theoretical maximum amount of product (1.0 means a 100% yield; for example, 0.34 means a 34% yield). (1) The reactants are [CH3:1][O:2][C:3](=[O:44])[C@@H:4]([NH:25][C:26](=[O:43])[C:27]1[CH:32]=[CH:31][C:30]([C:33]#[C:34][C:35]2[CH:40]=[CH:39][C:38]([CH2:41]O)=[CH:37][CH:36]=2)=[CH:29][CH:28]=1)[C@H:5]([NH:7][C:8]([O:10][CH2:11][CH:12]1[C:24]2[CH:23]=[CH:22][CH:21]=[CH:20][C:19]=2[C:18]2[C:13]1=[CH:14][CH:15]=[CH:16][CH:17]=2)=[O:9])[CH3:6].CCN(C(C)C)C(C)C.CS(Cl)(=O)=O.[NH:59]1[CH2:62][CH2:61][CH2:60]1. The catalyst is C(Cl)Cl.CCOC(C)=O. The product is [CH3:1][O:2][C:3](=[O:44])[C@@H:4]([NH:25][C:26](=[O:43])[C:27]1[CH:28]=[CH:29][C:30]([C:33]#[C:34][C:35]2[CH:40]=[CH:39][C:38]([CH2:41][N:59]3[CH2:62][CH2:61][CH2:60]3)=[CH:37][CH:36]=2)=[CH:31][CH:32]=1)[C@H:5]([NH:7][C:8]([O:10][CH2:11][CH:12]1[C:24]2[CH:23]=[CH:22][CH:21]=[CH:20][C:19]=2[C:18]2[C:13]1=[CH:14][CH:15]=[CH:16][CH:17]=2)=[O:9])[CH3:6]. The yield is 0.960. (2) The catalyst is C(Cl)Cl. The reactants are [CH2:1]1[C:16]2[C:15]3[C:14]4[CH:13]=[CH:12][CH:11]=[CH:10][C:9]=4[NH:8][C:7]=3[CH:6]=[CH:5][C:4]=2[C:3](=[O:17])[CH2:2]1.[Al+3].[Cl-].[Cl-].[Cl-].[C:22](Cl)([CH3:24])=[O:23]. The product is [C:22]([C:12]1[CH:11]=[CH:10][C:9]2[NH:8][C:7]3[CH:6]=[CH:5][C:4]4[C:3](=[O:17])[CH2:2][CH2:1][C:16]=4[C:15]=3[C:14]=2[CH:13]=1)(=[O:23])[CH3:24]. The yield is 0.563. (3) The reactants are Br[C:2]1[CH:3]=[C:4]([C:20]2[CH:25]=[CH:24][C:23]([C:26]([O:28][CH2:29][CH3:30])=[O:27])=[CH:22][CH:21]=2)[CH:5]=[CH:6][C:7]=1[O:8][CH2:9][CH2:10][CH2:11][O:12][Si:13]([C:16]([CH3:19])([CH3:18])[CH3:17])([CH3:15])[CH3:14].[CH2:31]([N:33]([CH2:43][CH3:44])[C:34]1[CH:39]=[CH:38][C:37](B(O)O)=[CH:36][CH:35]=1)[CH3:32]. The catalyst is C1C=CC([P]([Pd]([P](C2C=CC=CC=2)(C2C=CC=CC=2)C2C=CC=CC=2)([P](C2C=CC=CC=2)(C2C=CC=CC=2)C2C=CC=CC=2)[P](C2C=CC=CC=2)(C2C=CC=CC=2)C2C=CC=CC=2)(C2C=CC=CC=2)C2C=CC=CC=2)=CC=1. The product is [Si:13]([O:12][CH2:11][CH2:10][CH2:9][O:8][C:7]1[CH:6]=[CH:5][C:4]([C:20]2[CH:25]=[CH:24][C:23]([C:26]([O:28][CH2:29][CH3:30])=[O:27])=[CH:22][CH:21]=2)=[CH:3][C:2]=1[C:37]1[CH:38]=[CH:39][C:34]([N:33]([CH2:43][CH3:44])[CH2:31][CH3:32])=[CH:35][CH:36]=1)([C:16]([CH3:19])([CH3:18])[CH3:17])([CH3:15])[CH3:14]. The yield is 1.00. (4) The reactants are [F-:1].[K+].CS(O[CH2:8][CH2:9][O:10][CH2:11][CH2:12][N:13]([C:23](=[O:25])[CH3:24])[C:14]1[CH:19]=[C:18]([CH3:20])[C:17]([Br:21])=[C:16]([CH3:22])[CH:15]=1)(=O)=O. The catalyst is C(OCC)(=O)C. The product is [Br:21][C:17]1[C:18]([CH3:20])=[CH:19][C:14]([N:13]([CH2:12][CH2:11][O:10][CH2:9][CH2:8][F:1])[C:23](=[O:25])[CH3:24])=[CH:15][C:16]=1[CH3:22]. The yield is 0.700. (5) The reactants are [N+:1]([C:4]1[CH:5]=[C:6]2[C:10](=[CH:11][CH:12]=1)[CH2:9][NH:8][CH2:7]2)([O-])=O.[F:13][C:14]([F:25])([F:24])[C:15](O[C:15](=[O:16])[C:14]([F:25])([F:24])[F:13])=[O:16].C(=O)([O-])O.[Na+].O.NN. The catalyst is ClCCl.C(O)C.[C].[Pd].C(N(CC)CC)C. The product is [F:13][C:14]([F:25])([F:24])[C:15]([N:8]1[CH2:7][C:6]2[C:10](=[CH:11][CH:12]=[C:4]([NH2:1])[CH:5]=2)[CH2:9]1)=[O:16]. The yield is 0.650. (6) The reactants are Br[C:2]1[C:3]([CH3:22])=[C:4]([CH:18]=[C:19](I)[CH:20]=1)[C:5]([NH:7][CH2:8][C:9]1[C:10](=[O:17])[NH:11][C:12]([CH3:16])=[CH:13][C:14]=1[CH3:15])=[O:6].[CH3:23][S:24][C:25]1[N:30]=[CH:29][C:28](B2OC(C)(C)C(C)(C)O2)=[CH:27][N:26]=1.[CH3:40][N:41]1[C:45](B2OC(C)(C)C(C)(C)O2)=[C:44]([CH3:55])[CH:43]=[N:42]1. No catalyst specified. The product is [CH3:40][N:41]1[C:45]([C:2]2[C:3]([CH3:22])=[C:4]([CH:18]=[C:19]([C:28]3[CH:29]=[N:30][C:25]([S:24][CH3:23])=[N:26][CH:27]=3)[CH:20]=2)[C:5]([NH:7][CH2:8][C:9]2[C:10](=[O:17])[NH:11][C:12]([CH3:16])=[CH:13][C:14]=2[CH3:15])=[O:6])=[C:44]([CH3:55])[CH:43]=[N:42]1. The yield is 0.120. (7) The reactants are Cl[C:2](Cl)([O:4]C(=O)OC(Cl)(Cl)Cl)Cl.[NH2:13][CH2:14][CH:15]([OH:32])[CH2:16][N:17]1[C:29]2[CH:28]=[CH:27][C:26]([Br:30])=[CH:25][C:24]=2[C:23]2[C:18]1=[CH:19][CH:20]=[C:21]([Br:31])[CH:22]=2.CCN(CC)CC.C(Cl)Cl.CCOC(C)=O. The catalyst is C(Cl)Cl. The product is [Br:31][C:21]1[CH:20]=[CH:19][C:18]2[N:17]([CH2:16][CH:15]3[O:32][C:2](=[O:4])[NH:13][CH2:14]3)[C:29]3[C:24]([C:23]=2[CH:22]=1)=[CH:25][C:26]([Br:30])=[CH:27][CH:28]=3. The yield is 0.200. (8) The reactants are Br[C:2]1[CH:3]=[C:4]([NH:10][C:11]2[CH:16]=[CH:15][C:14]([O:17][CH2:18][CH2:19][N:20]([CH3:22])[CH3:21])=[CH:13][N:12]=2)[C:5](=[O:9])[N:6]([CH3:8])[CH:7]=1.[C:23]([O:26][CH2:27][C:28]1[C:33](B2OC(C)(C)C(C)(C)O2)=[CH:32][C:31]([F:43])=[CH:30][C:29]=1[N:44]1[CH2:55][CH2:54][C:53]2[C:52]3[CH2:51][C:50]([CH3:57])([CH3:56])[CH2:49][C:48]=3[S:47][C:46]=2[C:45]1=[O:58])(=[O:25])[CH3:24].[O-]P([O-])([O-])=O.[K+].[K+].[K+].CC([O-])=O.[Na+]. The catalyst is CC#N.O.C1C=CC(P(C2C=CC=CC=2)[C-]2C=CC=C2)=CC=1.C1C=CC(P(C2C=CC=CC=2)[C-]2C=CC=C2)=CC=1.Cl[Pd]Cl.[Fe+2]. The product is [C:23]([O:26][CH2:27][C:28]1[C:33]([C:2]2[CH:3]=[C:4]([NH:10][C:11]3[CH:16]=[CH:15][C:14]([O:17][CH2:18][CH2:19][N:20]([CH3:22])[CH3:21])=[CH:13][N:12]=3)[C:5](=[O:9])[N:6]([CH3:8])[CH:7]=2)=[CH:32][C:31]([F:43])=[CH:30][C:29]=1[N:44]1[CH2:55][CH2:54][C:53]2[C:52]3[CH2:51][C:50]([CH3:57])([CH3:56])[CH2:49][C:48]=3[S:47][C:46]=2[C:45]1=[O:58])(=[O:25])[CH3:24]. The yield is 0.600. (9) The reactants are Cl[C:2]1[C:11]2[C:6](=[CH:7][C:8]([Cl:12])=[CH:9][CH:10]=2)[N:5]=[CH:4][CH:3]=1.[CH:13]([N:16]([CH:34]([CH3:36])[CH3:35])[CH2:17][CH2:18][CH2:19][CH2:20][CH:21]([NH2:33])[CH2:22][CH2:23][CH2:24][CH2:25][N:26]([CH:30]([CH3:32])[CH3:31])[CH:27]([CH3:29])[CH3:28])([CH3:15])[CH3:14].C([O-])(O)=O.[Na+]. No catalyst specified. The product is [Cl:12][C:8]1[CH:7]=[C:6]2[C:11]([C:2]([NH:33][CH:21]([CH2:20][CH2:19][CH2:18][CH2:17][N:16]([CH:34]([CH3:36])[CH3:35])[CH:13]([CH3:15])[CH3:14])[CH2:22][CH2:23][CH2:24][CH2:25][N:26]([CH:27]([CH3:28])[CH3:29])[CH:30]([CH3:32])[CH3:31])=[CH:3][CH:4]=[N:5]2)=[CH:10][CH:9]=1. The yield is 0.300. (10) The reactants are Cl/[C:2](=[N:8]\[OH:9])/[C:3]([O:5][CH2:6][CH3:7])=[O:4].[C:10]([C:12]1[CH:17]=[CH:16][CH:15]=[CH:14][CH:13]=1)#[CH:11]. The catalyst is CCOCC.C(N(CC)CC)C. The yield is 0.700. The product is [C:12]1([C:10]2[O:9][N:8]=[C:2]([C:3]([O:5][CH2:6][CH3:7])=[O:4])[CH:11]=2)[CH:17]=[CH:16][CH:15]=[CH:14][CH:13]=1.